Dataset: Forward reaction prediction with 1.9M reactions from USPTO patents (1976-2016). Task: Predict the product of the given reaction. (1) Given the reactants [Cl:1][C:2]1[CH:3]=[C:4]([N:8]2C(=O)[O:11][N:10]=[C:9]2[C:14]2[C:15]([NH:19][C:20]([NH:22][C:23]3[CH:28]=[CH:27][CH:26]=[CH:25][CH:24]=3)=[O:21])=[N:16][O:17][N:18]=2)[CH:5]=[CH:6][CH:7]=1.[OH-:29].[Na+], predict the reaction product. The product is: [NH:8]([C:9]([N:19]([C:20]([NH:22][C:23]1[CH:28]=[CH:27][CH:26]=[CH:25][CH:24]=1)=[O:21])[C:15]1[C:14]([C:9](=[N:10][OH:11])[NH:8][C:4]2[CH:5]=[CH:6][CH:7]=[C:2]([Cl:1])[CH:3]=2)=[N:18][O:17][N:16]=1)=[O:29])[C:4]1[CH:5]=[CH:6][CH:7]=[CH:2][CH:3]=1.[NH:22]([C:20]([NH:19][C:15]1[C:14]([C:9](=[N:10][OH:11])[NH:8][C:4]2[CH:5]=[CH:6][CH:7]=[C:2]([Cl:1])[CH:3]=2)=[N:18][O:17][N:16]=1)=[O:21])[C:23]1[CH:24]=[CH:25][CH:26]=[CH:27][CH:28]=1. (2) Given the reactants [C:1]([O:5][C:6](=[O:14])[NH:7][CH:8]1[CH2:13][CH2:12][NH:11][CH2:10][CH2:9]1)([CH3:4])([CH3:3])[CH3:2].C(N(CC)CC)C.Cl[C:23]([O:25][CH2:26][C:27]1[CH:32]=[CH:31][CH:30]=[CH:29][CH:28]=1)=[O:24], predict the reaction product. The product is: [CH2:26]([O:25][C:23]([N:11]1[CH2:12][CH2:13][CH:8]([NH:7][C:6]([O:5][C:1]([CH3:4])([CH3:2])[CH3:3])=[O:14])[CH2:9][CH2:10]1)=[O:24])[C:27]1[CH:32]=[CH:31][CH:30]=[CH:29][CH:28]=1. (3) The product is: [CH2:4]([O:6][C:7]([C:8]1[CH:9]=[C:10]([CH2:11][CH:12]([C:14]2[CH:19]=[CH:18][CH:17]=[CH:16][CH:15]=2)[CH3:13])[NH:3][N:2]=1)=[O:22])[CH3:5]. Given the reactants O.[NH2:2][NH2:3].[CH2:4]([O:6][C:7](=[O:22])[C:8](=O)[CH2:9][C:10](=O)[CH2:11][CH:12]([C:14]1[CH:19]=[CH:18][CH:17]=[CH:16][CH:15]=1)[CH3:13])[CH3:5], predict the reaction product. (4) Given the reactants [OH:1][CH2:2][C:3]1([CH2:15][OH:16])[CH2:9][CH2:8][O:7][C:6]2[CH:10]=[CH:11][CH:12]=[CH:13][C:5]=2[C:4]1=[O:14].C(N(CC)CC)C.[CH2:24]([N:29]=[C:30]=[O:31])[CH2:25][CH2:26][CH2:27][CH3:28], predict the reaction product. The product is: [OH:16][CH2:15][C:3]1([CH2:2][O:1][C:30](=[O:31])[NH:29][CH2:24][CH2:25][CH2:26][CH2:27][CH3:28])[CH2:9][CH2:8][O:7][C:6]2[CH:10]=[CH:11][CH:12]=[CH:13][C:5]=2[C:4]1=[O:14]. (5) The product is: [NH:7]1[C:2]2[CH:3]=[CH:4][CH:5]=[CH:6][C:1]=2[N:8]=[C:12]1[CH2:11][N:10]([CH2:15][C:16]1[NH:8][C:1]2[CH:6]=[CH:5][CH:4]=[CH:3][C:2]=2[N:7]=1)[CH3:9]. Given the reactants [C:1]1([NH2:8])[CH:6]=[CH:5][CH:4]=[CH:3][C:2]=1[NH2:7].[CH3:9][N:10]([CH2:15][C:16](O)=O)[CH2:11][C:12](O)=O, predict the reaction product. (6) Given the reactants [CH2:1]([O:3][C:4]([C:6]1[N:11]=[CH:10][C:9]2[S:12][C:13]([C:15]3[CH:20]=[CH:19][CH:18]=[CH:17][CH:16]=3)=[N:14][C:8]=2[C:7]=1[OH:21])=[O:5])[CH3:2].[Br:22]N1C(=O)CCC1=O, predict the reaction product. The product is: [CH2:1]([O:3][C:4]([C:6]1[N:11]=[C:10]([Br:22])[C:9]2[S:12][C:13]([C:15]3[CH:16]=[CH:17][CH:18]=[CH:19][CH:20]=3)=[N:14][C:8]=2[C:7]=1[OH:21])=[O:5])[CH3:2]. (7) The product is: [CH3:1][C:2]1[CH:3]=[C:4]([CH:9]2[CH2:14][N:13]([C:27]([O:29][C:30]3[CH:31]=[CH:32][C:33]([N+:36]([O-:38])=[O:37])=[CH:34][CH:35]=3)=[O:28])[CH2:12][CH:11]([C:15]([O:17][CH3:18])=[O:16])[CH2:10]2)[CH:5]=[CH:6][C:7]=1[CH3:8]. Given the reactants [CH3:1][C:2]1[CH:3]=[C:4]([CH:9]2[CH2:14][NH:13][CH2:12][CH:11]([C:15]([O:17][CH3:18])=[O:16])[CH2:10]2)[CH:5]=[CH:6][C:7]=1[CH3:8].C(N(CC)CC)C.Cl[C:27]([O:29][C:30]1[CH:35]=[CH:34][C:33]([N+:36]([O-:38])=[O:37])=[CH:32][CH:31]=1)=[O:28], predict the reaction product.